From a dataset of Drug-target binding data from BindingDB using IC50 measurements. Regression. Given a target protein amino acid sequence and a drug SMILES string, predict the binding affinity score between them. We predict pIC50 (pIC50 = -log10(IC50 in M); higher means more potent). Dataset: bindingdb_ic50. (1) The drug is O=S(=O)(CCCF)Nc1ccc(Cl)c(Nc2ncccc2-c2ncnc3[nH]cnc23)c1F. The target is CKENALLRYLLDKDD. The pIC50 is 7.0. (2) The compound is CCCCCCCCCCP(=O)(O)OC(COCCCCCCCCCC(=O)OC)COP(=O)([O-])OCC[N+](C)(C)C. The target protein (Q8NCC3) has sequence MGLHLRPYRVGLLPDGLLFLLLLLMLLADPALPAGRHPPVVLVPGDLGNQLEAKLDKPTVVHYLCSKKTESYFTIWLNLELLLPVIIDCWIDNIRLVYNKTSRATQFPDGVDVRVPGFGKTFSLEFLDPSKSSVGSYFHTMVESLVGWGYTRGEDVRGAPYDWRRAPNENGPYFLALREMIEEMYQLYGGPVVLVAHSMGNMYTLYFLQRQPQAWKDKYIRAFVSLGAPWGGVAKTLRVLASGDNNRIPVIGPLKIREQQRSAVSTSWLLPYNYTWSPEKVFVQTPTINYTLRDYRKFFQDIGFEDGWLMRQDTEGLVEATMPPGVQLHCLYGTGVPTPDSFYYESFPDRDPKICFGDGDGTVNLKSALQCQAWQSRQEHQVLLQELPGSEHIEMLANATTLAYLKRVLLGP. The pIC50 is 2.0. (3) The small molecule is NCCCC[C@@H]1NC(=O)[C@@H](CCC(N)=O)NC(=O)[C@H]2CCCN2C(=O)[C@H](CCCN=C(N)N)NC(=O)[C@@H](Cc2cc3ccccc3[nH]2)NC(=O)[C@H]2CCCN2C(=O)[C@@H](Cc2cc3ccccc3[nH]2)NC(=O)[C@H](CCCCN)NC(=O)[C@@H](CCC(N)=O)NC(=O)[C@H]2CCCN2C(=O)[C@H](CCCN=C(N)N)NC(=O)[C@@H](Cc2cc3ccccc3[nH]2)NC(=O)[C@H]2CCCN2C(=O)[C@@H](Cc2cc3ccccc3[nH]2)NC1=O. The target protein (O93400) has sequence MEDDIAALVVDNGSGMCKAGFAGDDAPRAVFPSIVGRPRHQGVMVGMGQKDSYVGDEAQSKRGILTLKYPIEHGIVTNWDDMEKIWHHTFYNELRVAPEEHPVLLTEAPLNPKANREKMTQIMFETFNTPAMYVAIQAVLSLYASGRTTGIVMDSGDGVTHTVPIYEGYALPHAILRLDLAGRDLTDYLMKILTERGYSFTTTAEREIVRDIKEKLCYVALDFEQEMATAASSSSLEKSYELPDGQVITIGNERFRCPEALFQPSFLGMESCGIHETTYNSIMKCDVDIRKDLYANTVLSGGTTMYPGIADRMQKEITALAPSTMKIKIIAPPERKYSVWIGGSILASLSTFQQMWISKQEYDESGPSIVHRKCF. The pIC50 is 6.3. (4) The compound is CC(C)c1ccc(/C(=C\CC(N)C(=O)[O-])c2ccc(-c3ccccc3)cc2)cc1. The target protein (P58295) has sequence MDCSAPKEMNKPPTNILEATVPGHRDSPRAPRTSPEQDLPAAAPAAAVQPPRVPRSASTGAQTFQSADARACEAQRPGVGFCKLSSPQAQATSAALRDLSEGHSAQANPPSGAAGAGNALHCKIPALRGPEEDENVSVGKGTLEHNNTPAVGWVNMSQSTVVLGTDGIASVLPGSVATTTIPEDEQGDENKARGNWSSKLDFILSMVGYAVGLGNVWRFPYLAFQNGGGAFLIPYLMMLALAGLPIFFLEVSLGQFASQGPVSVWKAIPALQGCGIAMLIISVLIAIYYNVIICYTLFYLFASFVSVLPWGSCNNPWNTPECKDKTKLLLDSCVIGDHPKIQIKNSTFCMTAYPNLTMVNFTSQANKTFVSGSEEYFKYFVLKISAGIEYPGEIRWPLAFCLFLAWVIVYASLAKGIKTSGKVVYFTATFPYVVLVILLIRGVTLPGAGAGIWYFITPKWEKLTDATVWKDAATQIFFSLSAAWGGLITLSSYNKFHNNC.... The pIC50 is 5.7. (5) The pIC50 is 7.6. The target protein (P49146) has sequence MGPIGAEADENQTVEEMKVEQYGPQTTPRGELVPDPEPELIDSTKLIEVQVVLILAYCSIILLGVIGNSLVIHVVIKFKSMRTVTNFFIANLAVADLLVNTLCLPFTLTYTLMGEWKMGPVLCHLVPYAQGLAVQVSTITLTVIALDRHRCIVYHLESKISKRISFLIIGLAWGISALLASPLAIFREYSLIEIIPDFEIVACTEKWPGEEKSIYGTVYSLSSLLILYVLPLGIISFSYTRIWSKLKNHVSPGAANDHYHQRRQKTTKMLVCVVVVFAVSWLPLHAFQLAVDIDSQVLDLKEYKLIFTVFHIIAMCSTFANPLLYGWMNSNYRKAFLSAFRCEQRLDAIHSEVSVTFKAKKNLEVRKNSGPNDSFTEATNV. The drug is COc1cccnc1C(=O)N1CCN(c2ccc(NC(C)(C)c3ccccc3)cc2Cl)CC1. (6) The drug is Cn1c(=O)c2c(-c3ccccc3)n3c(c2n(C)c1=O)C(c1ccccc1F)OCC3(C)C. The target protein (P15682) has sequence MATKGTKRSYEQMETDGERQNATEIRASVGKMIGGIGRFYIQMCTELKLSDYEGRLIQNSLTIERMVLSAFDERRNKYLEEHPSAGKDPKKTGGPIYRRVDGKWMRELILYDKEEIRRIWRQANNGDDATAGLTHMMIWHSNLNDATYQRTRALVRTGMDPRMCSLMQGSTLPRRSGAAGAAVKGVGTMVMELIRMIKRGINDRNFWRGENGRRTRIAYERMCNILKGKFQTAAQRAMVDQVRESRNPGNAEFEDLIFLARSALILRGSVAHKSCLPACVYGPAVASGYDFEREGYSLVGIDPFRLLQNSQVYSLIRPNENPAHKSQLVWMACHSAAFEDLRVSSFIRGTKVVPRGKLSTRGVQIASNENMETMESSTLELRSRYWAIRTRSGGNTNQQRASSGQISIQPTFSVQRNLPFDRPTIMAAFTGNTEGRTSDMRTEIIRLMESARPEDVSFQGRGVFELSDEKAASPIVPSFDMSNEGSYFFGDNAEEYDN. The pIC50 is 5.8. (7) The drug is CCCN(CCCON1C(=O)CC2(CCCC2)CC1=O)C1COc2cccc(OC)c2C1. The target protein (P20288) has sequence MDPLNLSWYDDDPESRNWSRPFNGSEGKADRPPYNYYAMLLTLLIFVIVFGNVLVCMAVSREKALQTTTNYLIVSLAVADLLVATLVMPWVVYLEVVGEWKFSRIHCDIFVTLDVMMCTASILNLCAISIDRYTAVAMPMLYNTRYSSKRRVTVMIAIVWVLSFTISCPMLFGLNNTDQNECIIANPAFVVYSSIVSFYVPFIVTLLVYIKIYIVLRRRRKRVNTKRSSRAFRANLKAPLKGNCTHPEDMKLCTVIMKSNGSFPVNRRRVEAARRAQELEMEMLSSTSPPERTRYSPIPPSHHQLTLPDPSHHGLHSTPDSPAKPEKNGHAKTVNPKIAKIFEIQSMPNGKTRTSLKTMSRRKLSQQKEKKATQMLAIVLGVFIICWLPFFITHILNIHCDCNIPPVLYSAFTWLGYVNSAVNPIIYTTFNIEFRKAFLKILHC. The pIC50 is 7.7.